Dataset: Full USPTO retrosynthesis dataset with 1.9M reactions from patents (1976-2016). Task: Predict the reactants needed to synthesize the given product. (1) Given the product [CH3:20][N:21]([CH3:23])/[CH:22]=[CH:1]/[C:2]1[C:7]([C:8]#[N:9])=[C:6]([NH:10][C:11]2[CH:16]=[CH:15][CH:14]=[C:13]([CH3:17])[CH:12]=2)[N:5]=[C:4]([S:18][CH3:19])[N:3]=1, predict the reactants needed to synthesize it. The reactants are: [CH3:1][C:2]1[C:7]([C:8]#[N:9])=[C:6]([NH:10][C:11]2[CH:16]=[CH:15][CH:14]=[C:13]([CH3:17])[CH:12]=2)[N:5]=[C:4]([S:18][CH3:19])[N:3]=1.[CH3:20][N:21]([CH:23]=O)[CH3:22]. (2) The reactants are: Br[C:2]1[CH:15]=[CH:14][C:5]2[S:6][C:7]([CH:9]([O:12][CH3:13])[O:10][CH3:11])=[CH:8][C:4]=2[CH:3]=1.CC1(C)C(C)(C)OB([C:24]2[CH:25]=[C:26]3[C:30](=[CH:31][CH:32]=2)[C:29](=[O:33])[O:28][CH2:27]3)O1. Given the product [CH3:11][O:10][CH:9]([O:12][CH3:13])[C:7]1[S:6][C:5]2[CH:14]=[CH:15][C:2]([C:24]3[CH:25]=[C:26]4[C:30](=[CH:31][CH:32]=3)[C:29](=[O:33])[O:28][CH2:27]4)=[CH:3][C:4]=2[CH:8]=1, predict the reactants needed to synthesize it. (3) Given the product [CH2:3]([P:21](=[O:22])([O-:24])[O-:23])[CH2:4][CH2:5][CH2:6][CH2:7][CH2:8][CH2:9][CH2:10][CH2:11][CH2:12][CH2:13][CH2:14][CH2:15][CH2:16][CH2:17][CH2:18][CH2:19][CH3:20].[K+:2].[K+:2], predict the reactants needed to synthesize it. The reactants are: [OH-].[K+:2].[CH2:3]([P:21](=[O:24])([OH:23])[OH:22])[CH2:4][CH2:5][CH2:6][CH2:7][CH2:8][CH2:9][CH2:10][CH2:11][CH2:12][CH2:13][CH2:14][CH2:15][CH2:16][CH2:17][CH2:18][CH2:19][CH3:20]. (4) Given the product [F:1][C:2]([F:36])([F:35])[C:3]1[CH:4]=[C:5]([CH:28]=[C:29]([C:31]([F:34])([F:33])[F:32])[CH:30]=1)[CH2:6][N:7]1[CH2:14][CH2:13][CH2:12][O:11][C:10]2[N:15]=[C:16]([N:47]3[CH2:48][CH2:49][N:44]([S:51]([CH3:50])(=[O:53])=[O:52])[CH2:45][CH2:46]3)[CH:17]=[C:18]([C:19]3[CH:24]=[CH:23][CH:22]=[CH:21][C:20]=3[CH3:25])[C:9]=2[C:8]1=[O:27], predict the reactants needed to synthesize it. The reactants are: [F:1][C:2]([F:36])([F:35])[C:3]1[CH:4]=[C:5]([CH:28]=[C:29]([C:31]([F:34])([F:33])[F:32])[CH:30]=1)[CH2:6][N:7]1[CH2:14][CH2:13][CH2:12][O:11][C:10]2[N:15]=[C:16](Cl)[CH:17]=[C:18]([C:19]3[CH:24]=[CH:23][CH:22]=[CH:21][C:20]=3[CH3:25])[C:9]=2[C:8]1=[O:27].C(OC([N:44]1[CH2:49][CH2:48][NH:47][CH2:46][CH2:45]1)=O)(C)(C)C.[CH3:50][S:51](Cl)(=[O:53])=[O:52]. (5) Given the product [N+:11]([C:2]1[C:3]2[C:7](=[N:6][O:5][N:4]=2)[C:8]([NH:19][CH2:20][CH2:21][CH2:22][C:23]([OH:25])=[O:24])=[CH:9][CH:1]=1)([O-:13])=[O:12], predict the reactants needed to synthesize it. The reactants are: [CH:1]1[CH:9]=[C:8](Cl)[C:7]2[C:3](=[N:4][O:5][N:6]=2)[C:2]=1[N+:11]([O-:13])=[O:12].C([O-])(O)=O.[Na+].[NH2:19][CH2:20][CH2:21][CH2:22][C:23]([OH:25])=[O:24]. (6) Given the product [Cl:1][C:2]1[CH:7]=[C:6]([Cl:8])[N:5]=[CH:4][C:3]=1[C:9]1([CH2:12][NH2:13])[CH2:10][CH2:11]1, predict the reactants needed to synthesize it. The reactants are: [Cl:1][C:2]1[CH:7]=[C:6]([Cl:8])[N:5]=[CH:4][C:3]=1[C:9]1([C:12]#[N:13])[CH2:11][CH2:10]1.CC(C[AlH]CC(C)C)C.[BH4-].[Na+].C(C(C(C([O-])=O)O)O)([O-])=O.[Na+].[K+]. (7) Given the product [C:12]([O:11][CH2:10][C@@H:7]1[O:6][C@@H:5]([C:3]([OH:4])=[O:2])[CH2:9][O:8]1)(=[O:19])[C:13]1[CH:18]=[CH:17][CH:16]=[CH:15][CH:14]=1, predict the reactants needed to synthesize it. The reactants are: C[O:2][C:3]([C@H:5]1[CH2:9][O:8][CH:7]([CH2:10][O:11][C:12](=[O:19])[C:13]2[CH:18]=[CH:17][CH:16]=[CH:15][CH:14]=2)[O:6]1)=[O:4].[OH-].[Li+].S(=O)(=O)(O)O. (8) Given the product [CH:5]12[CH2:11][CH:8]([CH2:9][CH2:10]1)[CH2:7][CH:6]2[C:12]1[CH:17]=[CH:16][CH:15]=[CH:14][C:13]=1[N:18]=[C:19]([C:21]1[C:22]([CH:27]([F:29])[F:28])=[N:23][N:24]([CH3:26])[CH:25]=1)[S:20][CH3:3], predict the reactants needed to synthesize it. The reactants are: [H-].[Na+].[CH3:3]I.[CH:5]12[CH2:11][CH:8]([CH2:9][CH2:10]1)[CH2:7][CH:6]2[C:12]1[CH:17]=[CH:16][CH:15]=[CH:14][C:13]=1[NH:18][C:19]([C:21]1[C:22]([CH:27]([F:29])[F:28])=[N:23][N:24]([CH3:26])[CH:25]=1)=[S:20].O. (9) Given the product [Br:1][C:2]1[CH:7]=[CH:6][C:5]([F:8])=[CH:4][C:3]=1[O:9][C@H:13]([CH2:12][CH:11]=[CH2:10])[CH3:14], predict the reactants needed to synthesize it. The reactants are: [Br:1][C:2]1[CH:7]=[CH:6][C:5]([F:8])=[CH:4][C:3]=1[OH:9].[CH3:10][C@@H:11](O)[CH2:12][CH:13]=[CH2:14].C1C=CC(P(C2C=CC=CC=2)C2C=CC=CC=2)=CC=1.CC(OC(/N=N/C(OC(C)C)=O)=O)C. (10) Given the product [Si:1]([O:8][C@H:9]([C:27]1[CH:36]=[CH:35][C:34]([OH:37])=[C:33]2[C:28]=1[CH:29]=[CH:30][C:31](=[O:38])[NH:32]2)[CH2:10][NH:11][CH:12]1[CH2:13][CH2:14][N:15]([CH2:18][CH2:19][C:20]([OH:22])=[O:21])[CH2:16][CH2:17]1)([C:4]([CH3:7])([CH3:5])[CH3:6])([CH3:2])[CH3:3], predict the reactants needed to synthesize it. The reactants are: [Si:1]([O:8][C@H:9]([C:27]1[CH:36]=[CH:35][C:34]([OH:37])=[C:33]2[C:28]=1[CH:29]=[CH:30][C:31](=[O:38])[NH:32]2)[CH2:10][NH:11][CH:12]1[CH2:17][CH2:16][N:15]([CH2:18][CH2:19][C:20]([O:22]C(C)(C)C)=[O:21])[CH2:14][CH2:13]1)([C:4]([CH3:7])([CH3:6])[CH3:5])([CH3:3])[CH3:2].